This data is from Reaction yield outcomes from USPTO patents with 853,638 reactions. The task is: Predict the reaction yield, written as a fraction of the theoretical maximum amount of product (1.0 means a 100% yield; for example, 0.34 means a 34% yield). The reactants are [I:1][C:2]1[C:3]([C:7]2[S:8][CH:9]=[CH:10][CH:11]=2)=[N:4][NH:5][CH:6]=1.[H-].[Na+].I[CH:15]([CH2:17][CH3:18])[CH3:16].C(N1C=C(I)C(C2SC=CC=2)=N1)(CC)C. The catalyst is CN(C)C=O.CC(OC)(C)C.O. The product is [CH:15]([N:4]1[C:3]([C:7]2[S:8][CH:9]=[CH:10][CH:11]=2)=[C:2]([I:1])[CH:6]=[N:5]1)([CH2:17][CH3:18])[CH3:16]. The yield is 0.880.